Dataset: Reaction yield outcomes from USPTO patents with 853,638 reactions. Task: Predict the reaction yield, written as a fraction of the theoretical maximum amount of product (1.0 means a 100% yield; for example, 0.34 means a 34% yield). (1) The reactants are [CH:1]1([C:4]2[CH:9]=[CH:8][N:7]=[CH:6][C:5]=2[N:10](S(C)(=O)=O)[S:11]([CH3:14])(=[O:13])=[O:12])[CH2:3][CH2:2]1.[OH-].[Na+]. The catalyst is O1CCCC1. The product is [CH:1]1([C:4]2[CH:9]=[CH:8][N:7]=[CH:6][C:5]=2[NH:10][S:11]([CH3:14])(=[O:12])=[O:13])[CH2:3][CH2:2]1. The yield is 0.840. (2) The reactants are [OH:1][C:2]1[C:3]([CH3:16])=[C:4]([C:8]([C:10]2[CH:15]=[CH:14][CH:13]=[CH:12][CH:11]=2)=O)[CH:5]=[CH:6][CH:7]=1.C([SiH](CC)CC)C.C(O)(C(F)(F)F)=O.[NH4+].[Cl-]. The catalyst is C(Cl)Cl. The product is [CH2:8]([C:4]1[C:3]([CH3:16])=[C:2]([OH:1])[CH:7]=[CH:6][CH:5]=1)[C:10]1[CH:11]=[CH:12][CH:13]=[CH:14][CH:15]=1. The yield is 0.800.